From a dataset of Reaction yield outcomes from USPTO patents with 853,638 reactions. Predict the reaction yield, written as a fraction of the theoretical maximum amount of product (1.0 means a 100% yield; for example, 0.34 means a 34% yield). (1) The reactants are [Br:1][C:2]1[CH:3]=[C:4]([CH:8]=[CH:9][C:10]=1[CH3:11])[C:5]([NH2:7])=[O:6].C1(=O)O[CH:15]=[CH:14]O1. The yield is 0.360. The catalyst is CCOC(C)=O.CCCCCC. The product is [Br:1][C:2]1[CH:3]=[C:4]([C:5]2[O:6][CH:14]=[CH:15][N:7]=2)[CH:8]=[CH:9][C:10]=1[CH3:11]. (2) The catalyst is CN(C)C=O.C(OCC)(=O)C. The reactants are Cl[C:2]1[CH:3]=[CH:4][C:5]([N+:26]([O-:28])=[O:27])=[C:6]([CH:25]=1)[C:7]([NH:9][C:10]1[S:11][C:12]([C:15]2[CH:20]=[CH:19][CH:18]=[C:17]([C:21]([F:24])([F:23])[F:22])[CH:16]=2)=[CH:13][N:14]=1)=[O:8].[NH:29]1[CH2:34][CH2:33][CH2:32][CH2:31][CH2:30]1. The yield is 0.760. The product is [N+:26]([C:5]1[CH:4]=[CH:3][C:2]([N:29]2[CH2:34][CH2:33][CH2:32][CH2:31][CH2:30]2)=[CH:25][C:6]=1[C:7]([NH:9][C:10]1[S:11][C:12]([C:15]2[CH:20]=[CH:19][CH:18]=[C:17]([C:21]([F:24])([F:23])[F:22])[CH:16]=2)=[CH:13][N:14]=1)=[O:8])([O-:28])=[O:27]. (3) The reactants are N[C:2]1[CH:7]=[CH:6][CH:5]=[CH:4][C:3]=1[S:8]([NH:11][C:12]1[CH:13]=[CH:14][CH:15]=[C:16]2[C:21]=1[N:20]=[C:19]([CH3:22])[CH:18]=[CH:17]2)(=[O:10])=[O:9].C(ON=O)(C)(C)C. The catalyst is C(O)(=O)C. The product is [CH3:22][C:19]1[CH:18]=[CH:17][C:16]2[C:21]([N:20]=1)=[C:12]1[C:13]([C:4]3[C:3]([S:8](=[O:10])(=[O:9])[NH:11]1)=[CH:2][CH:7]=[CH:6][CH:5]=3)=[CH:14][CH:15]=2. The yield is 0.0500. (4) The reactants are I[C:2]1[CH:3]=[N:4][CH:5]=[CH:6][CH:7]=1.[F:8][C:9]([F:20])([F:19])[C:10]1[CH:15]=[CH:14][CH:13]=[CH:12][C:11]=1B(O)O.C(=O)([O-])[O-].[Na+].[Na+]. The catalyst is C1(C)C=CC=CC=1.CCO.CCOC(C)=O.[Pd].C1(P(C2C=CC=CC=2)C2C=CC=CC=2)C=CC=CC=1.C1(P(C2C=CC=CC=2)C2C=CC=CC=2)C=CC=CC=1.C1(P(C2C=CC=CC=2)C2C=CC=CC=2)C=CC=CC=1.C1(P(C2C=CC=CC=2)C2C=CC=CC=2)C=CC=CC=1. The product is [F:8][C:9]([F:20])([F:19])[C:10]1[CH:15]=[CH:14][CH:13]=[CH:12][C:11]=1[C:2]1[CH:3]=[N:4][CH:5]=[CH:6][CH:7]=1. The yield is 0.710. (5) The reactants are Cl[C:2]1[CH:7]=[C:6]([N:8]2[CH2:13][CH2:12][C:11]([F:15])([F:14])[CH2:10][CH2:9]2)[N:5]=[CH:4][N:3]=1.[C-:16]#[N:17].O.CC(=O)OCC. The catalyst is CN(C)C=O. The product is [F:14][C:11]1([F:15])[CH2:12][CH2:13][N:8]([C:6]2[N:5]=[CH:4][N:3]=[C:2]([C:16]#[N:17])[CH:7]=2)[CH2:9][CH2:10]1. The yield is 0.710. (6) The reactants are [CH3:1][C:2]1[C:7]([C:8]2[C:9]([CH3:29])=[C:10]([CH:26]=[CH:27][CH:28]=2)[CH2:11][NH:12][C:13]2[CH:25]=[CH:24][C:16]3[C@H:17]([CH2:20][C:21]([OH:23])=[O:22])[CH2:18][O:19][C:15]=3[CH:14]=2)=[C:6]([CH3:30])[N:5]=[C:4]([N:31]2[CH2:36][CH2:35][O:34][CH2:33][CH2:32]2)[N:3]=1.[OH-].[Na+:38].C(#N)C. The catalyst is CO. The product is [CH3:30][C:6]1[C:7]([C:8]2[C:9]([CH3:29])=[C:10]([CH:26]=[CH:27][CH:28]=2)[CH2:11][NH:12][C:13]2[CH:25]=[CH:24][C:16]3[C@H:17]([CH2:20][C:21]([O-:23])=[O:22])[CH2:18][O:19][C:15]=3[CH:14]=2)=[C:2]([CH3:1])[N:3]=[C:4]([N:31]2[CH2:36][CH2:35][O:34][CH2:33][CH2:32]2)[N:5]=1.[Na+:38]. The yield is 0.970. (7) The reactants are [NH2:1][C:2]1[CH:7]=[CH:6][CH:5]=[CH:4][CH:3]=1.[CH2:8]=[C:9]([CH2:13][C:14](O)=[O:15])[C:10]([OH:12])=[O:11].[OH-].[Na+]. The catalyst is O. The product is [O:15]=[C:14]1[N:1]([C:2]2[CH:7]=[CH:6][CH:5]=[CH:4][CH:3]=2)[CH2:8][CH:9]([C:10]([OH:12])=[O:11])[CH2:13]1. The yield is 0.970. (8) The reactants are [O:1]1[CH2:6][CH2:5][O:4][C:3]2[CH:7]=[C:8]([C@@H:11]([OH:21])[C@H:12]([NH:19][CH3:20])[CH2:13][N:14]3[CH2:18][CH2:17][CH2:16][CH2:15]3)[CH:9]=[CH:10][C:2]1=2.CCN(C(C)C)C(C)C.[C:31](Cl)(=[O:40])[CH2:32][CH2:33][C:34]1[CH:39]=[CH:38][CH:37]=[CH:36][CH:35]=1. The catalyst is C1COCC1.CCOC(C)=O. The product is [O:1]1[CH2:6][CH2:5][O:4][C:3]2[CH:7]=[C:8]([C@@H:11]([OH:21])[C@H:12]([N:19]([CH3:20])[C:31](=[O:40])[CH2:32][CH2:33][C:34]3[CH:39]=[CH:38][CH:37]=[CH:36][CH:35]=3)[CH2:13][N:14]3[CH2:15][CH2:16][CH2:17][CH2:18]3)[CH:9]=[CH:10][C:2]1=2. The yield is 0.410. (9) The reactants are [NH:1]1[C:5]([CH2:6][C:7]2[N:8]([C:19]3[CH:24]=[CH:23][C:22]([OH:25])=[CH:21][CH:20]=3)[C:9]([C:12]3[CH:17]=[CH:16][C:15](Br)=[CH:14][CH:13]=3)=[CH:10][CH:11]=2)=[N:4][N:3]=[N:2]1.[CH3:26][C:27]1[NH:28][CH:29]=[CH:30][N:31]=1.C([O-])([O-])=O.[Cs+].[Cs+].CC(=O)OCC. The catalyst is CS(C)=O. The product is [NH:1]1[C:5]([CH2:6][C:7]2[N:8]([C:19]3[CH:24]=[CH:23][C:22]([OH:25])=[CH:21][CH:20]=3)[C:9]([C:12]3[CH:17]=[CH:16][C:15]([N:28]4[CH:29]=[CH:30][N:31]=[C:27]4[CH3:26])=[CH:14][CH:13]=3)=[CH:10][CH:11]=2)=[N:4][N:3]=[N:2]1. The yield is 0.140. (10) The reactants are [Br:1][C:2]1[CH:3]=[C:4]([OH:8])[CH:5]=[CH:6][CH:7]=1.C(=O)([O-])[O-].[K+].[K+].[CH2:15](Br)[C:16]1[CH:21]=[CH:20][CH:19]=[CH:18][CH:17]=1. The catalyst is CC(C)=O. The product is [CH2:15]([O:8][C:4]1[CH:3]=[C:2]([Br:1])[CH:7]=[CH:6][CH:5]=1)[C:16]1[CH:21]=[CH:20][CH:19]=[CH:18][CH:17]=1. The yield is 0.590.